From a dataset of Full USPTO retrosynthesis dataset with 1.9M reactions from patents (1976-2016). Predict the reactants needed to synthesize the given product. (1) The reactants are: I[C:2]1[CH:11]=[CH:10][C:5]([C:6]([O:8][CH3:9])=[O:7])=[CH:4][CH:3]=1.C[Si]([C:16]#[CH:17])(C)C. Given the product [C:16]([C:2]1[CH:11]=[CH:10][C:5]([C:6]([O:8][CH3:9])=[O:7])=[CH:4][CH:3]=1)#[CH:17], predict the reactants needed to synthesize it. (2) Given the product [Cl:1][C:2]1[C:19]([CH:20]=[O:25])=[CH:18][C:5]2=[C:6]([C:14]([O:16][CH3:17])=[O:15])[CH:7]=[C:8]3[C:13]([CH:12]=[N:11][CH:10]=[CH:9]3)=[C:4]2[CH:3]=1, predict the reactants needed to synthesize it. The reactants are: [Cl:1][C:2]1[C:19]([CH:20](Br)Br)=[CH:18][C:5]2=[C:6]([C:14]([O:16][CH3:17])=[O:15])[CH:7]=[C:8]3[C:13]([CH:12]=[N:11][CH:10]=[CH:9]3)=[C:4]2[CH:3]=1.CS(C)=[O:25]. (3) Given the product [C:31]([NH:1][C:2]1[CH:3]=[C:4]([CH:22]=[CH:23][N:24]=1)[C:5]([NH:7][CH:8]([C:10]1[CH:11]=[N:12][C:13]([O:16][CH2:17][C:18]([F:21])([F:19])[F:20])=[CH:14][CH:15]=1)[CH3:9])=[O:6])(=[O:35])[CH:32]([CH3:34])[CH3:33], predict the reactants needed to synthesize it. The reactants are: [NH2:1][C:2]1[CH:3]=[C:4]([CH:22]=[CH:23][N:24]=1)[C:5]([NH:7][CH:8]([C:10]1[CH:11]=[N:12][C:13]([O:16][CH2:17][C:18]([F:21])([F:20])[F:19])=[CH:14][CH:15]=1)[CH3:9])=[O:6].N1C=CC=CC=1.[C:31](Cl)(=[O:35])[CH:32]([CH3:34])[CH3:33]. (4) Given the product [CH3:28][O:27][C:25](=[O:26])[CH2:24][O:22][C:19]1[CH:20]=[CH:21][C:16]([C:13]2[CH:14]=[CH:15][C:10]([CH2:9][NH:8][C:6]([O:5][C:1]([CH3:4])([CH3:2])[CH3:3])=[O:7])=[CH:11][CH:12]=2)=[CH:17][CH:18]=1, predict the reactants needed to synthesize it. The reactants are: [C:1]([O:5][C:6]([NH:8][CH2:9][C:10]1[CH:15]=[CH:14][C:13]([C:16]2[CH:21]=[CH:20][C:19]([OH:22])=[CH:18][CH:17]=2)=[CH:12][CH:11]=1)=[O:7])([CH3:4])([CH3:3])[CH3:2].Br[CH2:24][C:25]([O:27][CH3:28])=[O:26].C(=O)([O-])[O-].[K+].[K+].